From a dataset of Peptide-MHC class I binding affinity with 185,985 pairs from IEDB/IMGT. Regression. Given a peptide amino acid sequence and an MHC pseudo amino acid sequence, predict their binding affinity value. This is MHC class I binding data. (1) The peptide sequence is IRFNKTFGW. The MHC is Mamu-B17 with pseudo-sequence Mamu-B17. The binding affinity (normalized) is 0.802. (2) The peptide sequence is ARHGEYAPF. The MHC is HLA-B08:01 with pseudo-sequence HLA-B08:01. The binding affinity (normalized) is 0.0847.